Dataset: Full USPTO retrosynthesis dataset with 1.9M reactions from patents (1976-2016). Task: Predict the reactants needed to synthesize the given product. (1) Given the product [CH2:25]([O:27][C:28](=[O:29])[CH2:30][CH2:31][C:32]1[CH:37]=[CH:36][C:35]([C:20]2[CH:21]=[CH:22][C:17]([C:16]3[O:15][N:14]=[C:13]([CH3:24])[C:12]=3[C@H:10]([OH:11])[CH2:9][S:8][CH2:1][C:2]3[CH:7]=[CH:6][CH:5]=[CH:4][CH:3]=3)=[CH:18][CH:19]=2)=[CH:34][CH:33]=1)[CH3:26], predict the reactants needed to synthesize it. The reactants are: [CH2:1]([S:8][CH2:9][C@H:10]([C:12]1[C:13]([CH3:24])=[N:14][O:15][C:16]=1[C:17]1[CH:22]=[CH:21][C:20](Br)=[CH:19][CH:18]=1)[OH:11])[C:2]1[CH:7]=[CH:6][CH:5]=[CH:4][CH:3]=1.[CH2:25]([O:27][C:28]([CH2:30][CH2:31][C:32]1[CH:37]=[CH:36][C:35](B(O)O)=[CH:34][CH:33]=1)=[O:29])[CH3:26]. (2) Given the product [CH2:15]([N:6]1[C:2](=[O:12])[C:3]2=[CH:11][CH:10]=[CH:9][CH:8]=[C:4]2[C:5]1=[O:7])[CH:14]=[CH2:13], predict the reactants needed to synthesize it. The reactants are: [K].[C:2]1(=[O:12])[NH:6][C:5](=[O:7])[C:4]2=[CH:8][CH:9]=[CH:10][CH:11]=[C:3]12.[CH2:13](Cl)[CH:14]=[CH2:15]. (3) Given the product [C:26]([C:25]1[C:14]([N:11]2[CH2:10][CH2:9][CH:8]([C:6]([OH:7])=[O:5])[CH2:13][CH2:12]2)=[N:15][C:16]([O:28][CH3:29])=[C:17]([C:18]([O:20][CH:21]([CH3:22])[CH3:23])=[O:19])[CH:24]=1)#[N:27], predict the reactants needed to synthesize it. The reactants are: C([O:5][C:6]([CH:8]1[CH2:13][CH2:12][N:11]([C:14]2[C:25]([C:26]#[N:27])=[CH:24][C:17]([C:18]([O:20][CH:21]([CH3:23])[CH3:22])=[O:19])=[C:16]([O:28][CH3:29])[N:15]=2)[CH2:10][CH2:9]1)=[O:7])(C)(C)C. (4) Given the product [Cl:20][C:18]1[CH:19]=[C:14]([NH:12][C:10]2[CH:11]=[C:5]3[CH2:4][N:3]([CH2:1][CH3:2])[CH2:8][CH2:7][N:6]3[N:9]=2)[C:15](=[O:22])[N:16]([CH3:21])[N:17]=1, predict the reactants needed to synthesize it. The reactants are: [CH2:1]([N:3]1[CH2:8][CH2:7][N:6]2[N:9]=[C:10]([NH2:12])[CH:11]=[C:5]2[CH2:4]1)[CH3:2].Br[C:14]1[C:15](=[O:22])[N:16]([CH3:21])[N:17]=[C:18]([Cl:20])[CH:19]=1.C(=O)([O-])[O-].[Cs+].[Cs+].C1(P(C2C=CC=CC=2)C2C3OC4C(=CC=CC=4P(C4C=CC=CC=4)C4C=CC=CC=4)C(C)(C)C=3C=CC=2)C=CC=CC=1. (5) Given the product [Cl:1][C:2]1[CH:18]=[CH:17][C:5]([O:6][C:7]2[CH:12]=[CH:11][C:10]([CH2:13][CH2:14][C:15](=[NH:27])[NH2:16])=[CH:9][CH:8]=2)=[CH:4][C:3]=1[C:19]([F:20])([F:21])[F:22], predict the reactants needed to synthesize it. The reactants are: [Cl:1][C:2]1[CH:18]=[CH:17][C:5]([O:6][C:7]2[CH:12]=[CH:11][C:10]([CH2:13][CH2:14][C:15]#[N:16])=[CH:9][CH:8]=2)=[CH:4][C:3]=1[C:19]([F:22])([F:21])[F:20].C(Cl)(C)=O.[NH3:27]. (6) Given the product [CH3:51][O:50][C@H:48]([CH3:49])[C@H:32]([N:31]([OH:7])[CH:29]=[O:28])[CH2:33][S:34]([CH2:37][C:38]1[CH:39]=[N:40][C:41]2[C:46]([CH:47]=1)=[CH:45][CH:44]=[CH:43][CH:42]=2)(=[O:36])=[O:35], predict the reactants needed to synthesize it. The reactants are: Cl.Cl.N[C@@H]([C@H](OC)C)CS(CC1C=NC2C(C=1)=CC=CC=2)(=O)=[O:7].C([O:28][C:29]([NH:31][C@@H:32]([C@H:48]([O:50][CH3:51])[CH3:49])[CH2:33][S:34]([CH2:37][C:38]1[CH:39]=[N:40][C:41]2[C:46]([CH:47]=1)=[CH:45][CH:44]=[CH:43][CH:42]=2)(=[O:36])=[O:35])=O)(C)(C)C.Cl. (7) Given the product [Cl:1][C:2]1[CH:3]=[C:4]([CH:17]=[CH:18][CH:19]=1)[C:5]([C:7]1[CH:16]=[CH:15][C:10]2[N:11]([CH2:27][CH2:28][O:29][C:30]3[CH:44]=[CH:43][C:33]([O:34][C:35]([CH3:42])([CH3:41])[C:36]([O:38][CH2:39][CH3:40])=[O:37])=[CH:32][CH:31]=3)[C:12](=[O:21])[S:13][C:9]=2[CH:8]=1)=[O:6], predict the reactants needed to synthesize it. The reactants are: [Cl:1][C:2]1[CH:3]=[C:4]([CH:17]=[CH:18][CH:19]=1)[C:5]([C:7]1[CH:16]=[CH:15][C:10]2[N:11]=[CH:12][S:13](=O)[C:9]=2[CH:8]=1)=[O:6].C([O-])([O-])=[O:21].[K+].[K+].Cl[CH2:27][CH2:28][O:29][C:30]1[CH:44]=[CH:43][C:33]([O:34][C:35]([CH3:42])([CH3:41])[C:36]([O:38][CH2:39][CH3:40])=[O:37])=[CH:32][CH:31]=1.[OH-].[Na+]. (8) Given the product [CH3:1][O:2][C:3]1[CH:8]=[CH:7][C:6]([C@@H:9]2[CH2:14][CH2:13][CH2:12][CH2:11][C@@H:10]2[NH2:15])=[CH:5][C:4]=1[O:18][CH3:19], predict the reactants needed to synthesize it. The reactants are: [CH3:1][O:2][C:3]1[CH:8]=[CH:7][C:6]([C@@H:9]2[CH2:14][CH2:13][CH2:12][CH2:11][C@@H:10]2[N+:15]([O-])=O)=[CH:5][C:4]=1[O:18][CH3:19].C(O)(=O)C.